The task is: Predict the reactants needed to synthesize the given product.. This data is from Full USPTO retrosynthesis dataset with 1.9M reactions from patents (1976-2016). (1) Given the product [CH:20]([N:13]1[C:14]2[CH:19]=[CH:18][CH:17]=[CH:16][C:15]=2[N:11]([CH2:10][C:8]2[N:7]([CH2:24][CH2:25][CH:26]([CH3:28])[CH3:27])[C:6]3[CH:29]=[CH:30][C:3]([CH2:2][O:1][S:32]([CH3:31])(=[O:34])=[O:33])=[CH:4][C:5]=3[N:9]=2)[C:12]1=[O:23])([CH3:21])[CH3:22], predict the reactants needed to synthesize it. The reactants are: [OH:1][CH2:2][C:3]1[CH:30]=[CH:29][C:6]2[N:7]([CH2:24][CH2:25][CH:26]([CH3:28])[CH3:27])[C:8]([CH2:10][N:11]3[C:15]4[CH:16]=[CH:17][CH:18]=[CH:19][C:14]=4[N:13]([CH:20]([CH3:22])[CH3:21])[C:12]3=[O:23])=[N:9][C:5]=2[CH:4]=1.[CH3:31][S:32](Cl)(=[O:34])=[O:33]. (2) The reactants are: Br[C:2]1[CH:3]=[C:4]2[S:10][C:9]([NH:11][CH2:12][C:13]3[CH:18]=[CH:17][C:16]([O:19][CH3:20])=[CH:15][CH:14]=3)=[C:8]([C:21]([O:23][CH2:24][CH3:25])=[O:22])[C:5]2=[N:6][CH:7]=1.[O-]P([O-])([O-])=O.[K+].[K+].[K+].[C:34](B1OC(C)(C)C(C)(C)O1)([CH3:36])=[CH2:35]. Given the product [C:34]([C:2]1[CH:3]=[C:4]2[S:10][C:9]([NH:11][CH2:12][C:13]3[CH:18]=[CH:17][C:16]([O:19][CH3:20])=[CH:15][CH:14]=3)=[C:8]([C:21]([O:23][CH2:24][CH3:25])=[O:22])[C:5]2=[N:6][CH:7]=1)([CH3:36])=[CH2:35], predict the reactants needed to synthesize it. (3) Given the product [NH2:15][C:10]1[C:7]([C:8]#[N:9])=[C:6]([O:3][CH2:1][CH3:2])[N:13]=[C:12]([NH2:14])[CH:11]=1, predict the reactants needed to synthesize it. The reactants are: [CH2:1]([OH:3])[CH3:2].[Na].Br[C:6]1[N:13]=[C:12]([NH2:14])[CH:11]=[C:10]([NH2:15])[C:7]=1[C:8]#[N:9]. (4) The reactants are: Br[C:2]1[CH:3]=[CH:4][C:5]2[NH:6][C:7]3[C:12]([C:13]=2[CH:14]=1)=[CH:11][C:10](Br)=[CH:9][CH:8]=3.C1[C:24]2[C:23]3[CH:25]=[CH:26][CH:27]=[CH:28][C:22]=3[S:21][C:20]=2C(B(O)O)=CC=1.C(=O)([O-])[O-].[K+].[K+].O1[CH2:42][CH2:41][CH2:40][CH2:39]1. Given the product [S:21]1[C:20]2[CH:24]=[CH:23][CH:22]=[C:42]([C:2]3[CH:3]=[CH:4][C:5]4[NH:6][C:7]5[C:12]([C:13]=4[CH:14]=3)=[CH:11][C:10]([C:25]3[C:23]4[CH:24]=[CH:20][S:21][C:22]=4[CH:28]=[CH:27][CH:26]=3)=[CH:9][CH:8]=5)[C:41]=2[CH:40]=[CH:39]1, predict the reactants needed to synthesize it. (5) Given the product [I:28][C:3]1[CH:5]=[CH:6][C:7]([N+:9]([O-:11])=[O:10])=[CH:8][C:2]=1[CH3:1], predict the reactants needed to synthesize it. The reactants are: [CH3:1][C:2]1[CH:8]=[C:7]([N+:9]([O-:11])=[O:10])[CH:6]=[CH:5][C:3]=1N.O.C1(C)C=CC(S(O)(=O)=O)=CC=1.N([O-])=O.[Na+].[I-:28].[K+].